From a dataset of Full USPTO retrosynthesis dataset with 1.9M reactions from patents (1976-2016). Predict the reactants needed to synthesize the given product. (1) Given the product [Cl:1][C:2]1[CH:3]=[C:4]([NH:16][C:17]2[C:26]3[C:21](=[CH:22][CH:23]=[CH:24][C:25]=3[O:27][CH2:28][C@H:29]3[CH2:33][CH2:32][CH2:31][N:30]3[C:38](=[O:37])[CH2:39][OH:40])[N:20]=[CH:19][N:18]=2)[CH:5]=[CH:6][C:7]=1[O:8][C:9]1[CH:10]=[N:11][C:12]([CH3:15])=[CH:13][CH:14]=1, predict the reactants needed to synthesize it. The reactants are: [Cl:1][C:2]1[CH:3]=[C:4]([NH:16][C:17]2[C:26]3[C:21](=[CH:22][CH:23]=[CH:24][C:25]=3[O:27][CH2:28][C@H:29]3[CH2:33][CH2:32][CH2:31][NH:30]3)[N:20]=[CH:19][N:18]=2)[CH:5]=[CH:6][C:7]=1[O:8][C:9]1[CH:10]=[N:11][C:12]([CH3:15])=[CH:13][CH:14]=1.C([O:37][CH2:38][C:39](Cl)=[O:40])(=O)C. (2) Given the product [Cl:1][C:2]1[CH:3]=[C:4]2[C:7]([CH:15]=[CH:16][N:17]=[CH:5]2)=[CH:8][C:9]=1[F:10], predict the reactants needed to synthesize it. The reactants are: [Cl:1][C:2]1[CH:3]=[C:4]([CH:7]=[CH:8][C:9]=1[F:10])[CH:5]=O.FC1C=C2C(=CC=1)C=[N:17][CH:16]=[CH:15]2. (3) Given the product [CH:41]1[C:42]2[C:37](=[C:36]([C:34]3[O:33][C:28]4=[C:29]([NH2:32])[N:30]=[CH:31][C:26]([C:14]5[CH:13]=[N:12][N:11]([CH:8]6[CH2:7][CH2:6][N:5]([CH2:4][CH2:3][O:2][CH3:1])[CH2:10][CH2:9]6)[CH:15]=5)=[C:27]4[CH:35]=3)[CH:45]=[CH:44][CH:43]=2)[CH:38]=[CH:39][N:40]=1, predict the reactants needed to synthesize it. The reactants are: [CH3:1][O:2][CH2:3][CH2:4][N:5]1[CH2:10][CH2:9][CH:8]([N:11]2[CH:15]=[C:14](B3OC(C)(C)C(C)(C)O3)[CH:13]=[N:12]2)[CH2:7][CH2:6]1.I[C:26]1[CH:31]=[N:30][C:29]([NH2:32])=[C:28]2[O:33][C:34]([C:36]3[CH:45]=[CH:44][CH:43]=[C:42]4[C:37]=3[CH:38]=[CH:39][N:40]=[CH:41]4)=[CH:35][C:27]=12.C(=O)([O-])[O-].[K+].[K+]. (4) Given the product [CH2:46]([N:14]1[C:13]([O:15][CH2:16][C:17]2[CH:18]=[CH:19][CH:20]=[CH:21][CH:22]=2)=[N:12][C:11](=[O:23])[N:10]([CH2:16][C:17]2[CH:22]=[CH:21][CH:20]=[CH:19][CH:18]=2)[C:9]1=[O:8])[C:40]1[CH:45]=[CH:44][CH:43]=[CH:42][CH:41]=1, predict the reactants needed to synthesize it. The reactants are: C([O:8][C:9]1[N:14]=[C:13]([O:15][CH2:16][C:17]2[CH:22]=[CH:21][CH:20]=[CH:19][CH:18]=2)[N:12]=[C:11]([O:23]CC2C=CC=CC=2)[N:10]=1)C1C=CC=CC=1.II.S([O-])([O-])(=O)=S.[Na+].[Na+].[C:40]1([CH3:46])[CH:45]=[CH:44][CH:43]=[CH:42][CH:41]=1.